From a dataset of Full USPTO retrosynthesis dataset with 1.9M reactions from patents (1976-2016). Predict the reactants needed to synthesize the given product. (1) Given the product [CH2:1]([O:3][C:4]([C:5]1([S:6]([C:9]2[CH:10]=[CH:11][C:12]([O:15][CH2:16][C:17]#[C:18][CH2:19][CH3:20])=[CH:13][CH:14]=2)(=[O:7])=[O:8])[CH2:30][CH2:29][N:28]([CH2:27][C:26]2[CH:35]=[CH:36][C:23]([Br:22])=[CH:24][CH:25]=2)[CH2:32][CH2:33]1)=[O:21])[CH3:2], predict the reactants needed to synthesize it. The reactants are: [CH2:1]([O:3][C:4](=[O:21])[CH2:5][S:6]([C:9]1[CH:14]=[CH:13][C:12]([O:15][CH2:16][C:17]#[C:18][CH2:19][CH3:20])=[CH:11][CH:10]=1)(=[O:8])=[O:7])[CH3:2].[Br:22][C:23]1[CH:36]=[CH:35][C:26]([CH2:27][N:28]([CH2:32][CH2:33]Cl)[CH2:29][CH2:30]Cl)=[CH:25][CH:24]=1. (2) Given the product [NH2:26][C:9]1[C:8](=[O:32])[N:7]([CH2:6][C:5]2[CH:33]=[CH:34][C:35]([O:37][CH3:38])=[CH:36][C:4]=2[O:3][CH3:2])[C:16]2[C:11]([C:10]=1[C:19]1[CH:24]=[CH:23][CH:22]=[C:21]([F:25])[CH:20]=1)=[CH:12][C:13]([O:17][CH3:18])=[CH:14][CH:15]=2, predict the reactants needed to synthesize it. The reactants are: [Cl-].[CH3:2][O:3][C:4]1[CH:36]=[C:35]([O:37][CH3:38])[CH:34]=[CH:33][C:5]=1[CH2:6][N:7]1[C:16]2[C:11](=[CH:12][C:13]([O:17][CH3:18])=[CH:14][CH:15]=2)[C:10]([C:19]2[CH:24]=[CH:23][CH:22]=[C:21]([F:25])[CH:20]=2)=[C:9]([N+:26]2C=CC=CC=2)[C:8]1=[O:32].NN. (3) Given the product [CH:40]([NH:32][CH2:31][CH2:30][NH:29][C:5]1[N:6]=[C:7]([O:27][CH3:28])[C:8]([NH:9][C:10]([C:12]2[N:13]=[C:14]([O:17][C:18]3[CH:23]=[C:22]([O:24][CH3:25])[CH:21]=[CH:20][C:19]=3[CH3:26])[S:15][CH:16]=2)=[O:11])=[C:3]([O:2][CH3:1])[N:4]=1)([CH3:42])[CH3:41].[NH3:4], predict the reactants needed to synthesize it. The reactants are: [CH3:1][O:2][C:3]1[C:8]([NH:9][C:10]([C:12]2[N:13]=[C:14]([O:17][C:18]3[CH:23]=[C:22]([O:24][CH3:25])[CH:21]=[CH:20][C:19]=3[CH3:26])[S:15][CH:16]=2)=[O:11])=[C:7]([O:27][CH3:28])[N:6]=[C:5]([NH:29][CH2:30][CH2:31][N:32]([CH:40]([CH3:42])[CH3:41])C(=O)OC(C)(C)C)[N:4]=1.ClCCl. (4) Given the product [Cl:12][C:13]1[CH:18]=[C:17]2[C:16](=[CH:15][CH:14]=1)[C:26]([C:33]#[N:34])([CH3:32])[C:27](=[O:29])[C:20]([C:21]([O:23][CH2:24][CH3:25])=[O:22])=[C:19]2[OH:9], predict the reactants needed to synthesize it. The reactants are: C(=N[OH:9])C1C=CC=CC=1.[H-].[Na+].[Cl:12][C:13]1[CH:14]=[CH:15][C:16]([C:26]([C:33]#[N:34])([CH3:32])[C:27]([O:29]CC)=O)=[C:17]([C:19]#[C:20][C:21]([O:23][CH2:24][CH3:25])=[O:22])[CH:18]=1.